This data is from Full USPTO retrosynthesis dataset with 1.9M reactions from patents (1976-2016). The task is: Predict the reactants needed to synthesize the given product. (1) The reactants are: Cl[C:2]1[CH:7]=[C:6]([C:8]2[CH:9]=[N:10][C:11]([C:14]([F:17])([F:16])[F:15])=[N:12][CH:13]=2)[C:5]([C:18]([F:21])([F:20])[F:19])=[CH:4][N:3]=1.FB([CH2:26][NH:27][C:28](=[O:34])[O:29][C:30]([CH3:33])([CH3:32])[CH3:31])(F)F.[K].C(=O)([O-])[O-].[Na+].[Na+].O. Given the product [F:19][C:18]([F:21])([F:20])[C:5]1[C:6]([C:8]2[CH:9]=[N:10][C:11]([C:14]([F:17])([F:16])[F:15])=[N:12][CH:13]=2)=[CH:7][C:2]([CH2:26][NH:27][C:28](=[O:34])[O:29][C:30]([CH3:33])([CH3:32])[CH3:31])=[N:3][CH:4]=1, predict the reactants needed to synthesize it. (2) Given the product [NH2:18][C:14]1[CH:13]=[CH:12][CH:11]=[C:10]2[C:15]=1[CH:16]=[CH:17][N:8]([C@H:6]([CH3:7])[C:5]([NH:4][CH:1]1[CH2:3][CH2:2]1)=[O:22])[C:9]2=[O:21], predict the reactants needed to synthesize it. The reactants are: [CH:1]1([NH:4][C:5](=[O:22])[C@H:6]([N:8]2[CH:17]=[CH:16][C:15]3[C:10](=[CH:11][CH:12]=[CH:13][C:14]=3[N+:18]([O-])=O)[C:9]2=[O:21])[CH3:7])[CH2:3][CH2:2]1.CO. (3) Given the product [Br:1][C:2]1[C:3](=[O:26])[N:4]([CH2:18][CH2:19][C:20]2[CH:25]=[CH:24][CH:23]=[CH:22][CH:21]=2)[C:5]([C:9]2[CH:14]=[CH:13][CH:12]=[C:11]([OH:15])[C:10]=2[F:17])=[N:6][C:7]=1[CH3:8], predict the reactants needed to synthesize it. The reactants are: [Br:1][C:2]1[C:3](=[O:26])[N:4]([CH2:18][CH2:19][C:20]2[CH:25]=[CH:24][CH:23]=[CH:22][CH:21]=2)[C:5]([C:9]2[CH:14]=[CH:13][CH:12]=[C:11]([O:15]C)[C:10]=2[F:17])=[N:6][C:7]=1[CH3:8].B(Br)(Br)Br. (4) Given the product [OH:1][C:2]1[C:3](=[O:10])[CH:4]=[C:5]([CH2:8][O:9][CH:14]2[CH2:13][CH2:12][CH2:11][CH2:16][O:15]2)[O:6][CH:7]=1, predict the reactants needed to synthesize it. The reactants are: [OH:1][C:2]1[C:3](=[O:10])[CH:4]=[C:5]([CH2:8][OH:9])[O:6][CH:7]=1.[CH2:11]1[CH2:16][O:15][CH:14]=[CH:13][CH2:12]1. (5) Given the product [C:8]([C:6]1[CH:5]=[CH:4][C:3]2[NH:12][C:13]([CH2:14][CH2:15][CH2:16][CH2:17][N:18]([CH2:22][C@@H:23]3[C@H:30]4[O:29][C:28]([CH3:31])([CH3:32])[O:27][C@H:26]4[C@H:25]([N:33]4[C:37]5[N:38]=[CH:39][N:40]=[C:41]([NH:42][CH2:43][C:44]6[CH:49]=[CH:48][C:47]([O:50][CH3:51])=[CH:46][C:45]=6[O:52][CH3:53])[C:36]=5[CH:35]=[CH:34]4)[O:24]3)[CH:19]([CH3:21])[CH3:20])=[N:1][C:2]=2[CH:7]=1)([CH3:9])([CH3:11])[CH3:10], predict the reactants needed to synthesize it. The reactants are: [NH2:1][C:2]1[CH:7]=[C:6]([C:8]([CH3:11])([CH3:10])[CH3:9])[CH:5]=[CH:4][C:3]=1[NH:12][C:13](=O)[CH2:14][CH2:15][CH2:16][CH2:17][N:18]([CH2:22][C@@H:23]1[C@@H:30]2[C@@H:26]([O:27][C:28]([CH3:32])([CH3:31])[O:29]2)[C@H:25]([N:33]2[C:37]3[N:38]=[CH:39][N:40]=[C:41]([NH:42][CH2:43][C:44]4[CH:49]=[CH:48][C:47]([O:50][CH3:51])=[CH:46][C:45]=4[O:52][CH3:53])[C:36]=3[CH:35]=[CH:34]2)[O:24]1)[CH:19]([CH3:21])[CH3:20]. (6) Given the product [Br:1][C:2]1[CH:7]=[CH:6][C:5]([CH2:8][O:9][C:11]2[CH:16]=[CH:15][CH:14]=[CH:13][CH:12]=2)=[C:4]([CH3:10])[CH:3]=1, predict the reactants needed to synthesize it. The reactants are: [Br:1][C:2]1[CH:7]=[CH:6][C:5]([CH2:8][OH:9])=[C:4]([CH3:10])[CH:3]=1.[C:11]1(O)[CH:16]=[CH:15][CH:14]=[CH:13][CH:12]=1.C1(P(C2C=CC=CC=2)C2C=CC=CC=2)C=CC=CC=1.N(C(OC(C)C)=O)=NC(OC(C)C)=O.